Dataset: Full USPTO retrosynthesis dataset with 1.9M reactions from patents (1976-2016). Task: Predict the reactants needed to synthesize the given product. (1) Given the product [Cl:1][C:2]1[CH:3]=[C:4]([C:8]2[N:16]=[C:15]([C:17]#[N:18])[N:14]=[C:13]3[C:9]=2[N:10]([CH2:27][C@H:28]2[CH2:29][CH2:30][C@H:31]([CH3:34])[CH2:32][CH2:33]2)[C:11]([CH:19]([O:26][CH3:37])[CH:20]2[CH2:21][CH2:22][O:23][CH2:24][CH2:25]2)=[N:12]3)[CH:5]=[CH:6][CH:7]=1, predict the reactants needed to synthesize it. The reactants are: [Cl:1][C:2]1[CH:3]=[C:4]([C:8]2[N:16]=[C:15]([C:17]#[N:18])[N:14]=[C:13]3[C:9]=2[N:10]([CH2:27][C@H:28]2[CH2:33][CH2:32][C@H:31]([CH3:34])[CH2:30][CH2:29]2)[C:11]([CH:19]([OH:26])[CH:20]2[CH2:25][CH2:24][O:23][CH2:22][CH2:21]2)=[N:12]3)[CH:5]=[CH:6][CH:7]=1.[H-].[Na+].[CH3:37]I. (2) Given the product [C:1]([N:4]1[CH2:9][CH2:8][N:7]([C:10]2[CH:11]=[CH:12][C:13]([CH2:16][CH2:17][C:18]3[CH:19]=[C:20]([CH2:23][CH2:24][CH2:25][NH:26][C:27]([NH:29][NH2:30])=[O:28])[S:21][CH:22]=3)=[N:14][CH:15]=2)[CH2:6][CH2:5]1)(=[O:3])[CH3:2], predict the reactants needed to synthesize it. The reactants are: [C:1]([N:4]1[CH2:9][CH2:8][N:7]([C:10]2[CH:11]=[CH:12][C:13]([CH2:16][CH2:17][C:18]3[CH:19]=[C:20]([CH2:23][CH2:24][CH2:25][NH:26][C:27]([NH:29][NH:30]C(OC(C)(C)C)=O)=[O:28])[S:21][CH:22]=3)=[N:14][CH:15]=2)[CH2:6][CH2:5]1)(=[O:3])[CH3:2].FC(F)(F)C(O)=O.